This data is from NCI-60 drug combinations with 297,098 pairs across 59 cell lines. The task is: Regression. Given two drug SMILES strings and cell line genomic features, predict the synergy score measuring deviation from expected non-interaction effect. Cell line: HS 578T. Drug 2: C1CCN(CC1)CCOC2=CC=C(C=C2)C(=O)C3=C(SC4=C3C=CC(=C4)O)C5=CC=C(C=C5)O. Synergy scores: CSS=1.47, Synergy_ZIP=1.88, Synergy_Bliss=14.4, Synergy_Loewe=8.14, Synergy_HSA=9.50. Drug 1: CNC(=O)C1=CC=CC=C1SC2=CC3=C(C=C2)C(=NN3)C=CC4=CC=CC=N4.